From a dataset of Catalyst prediction with 721,799 reactions and 888 catalyst types from USPTO. Predict which catalyst facilitates the given reaction. (1) Reactant: [H-].[Na+].[CH3:3][N:4]([CH3:8])[CH2:5][CH2:6][OH:7].[Br:9][C:10]1[CH:11]=[N:12][C:13](Cl)=[N:14][CH:15]=1. Product: [Br:9][C:10]1[CH:11]=[N:12][C:13]([O:7][CH2:6][CH2:5][N:4]([CH3:8])[CH3:3])=[N:14][CH:15]=1. The catalyst class is: 1. (2) Reactant: [C:1]1([Mg]Br)[CH:6]=[CH:5][CH:4]=[CH:3][CH:2]=1.[CH3:9][O:10][C:11]1[CH:16]=[CH:15][C:14]([C:17]2[C:26](=[O:27])[C:25]3[C:20](=[CH:21][C:22]([O:28][CH2:29][CH:30]4[CH2:32][O:31]4)=[CH:23][CH:24]=3)[O:19][CH:18]=2)=[CH:13][CH:12]=1. Product: [OH:31][CH:30]([CH2:32][C:1]1[CH:6]=[CH:5][CH:4]=[CH:3][CH:2]=1)[CH2:29][O:28][C:22]1[CH:21]=[C:20]2[C:25]([C:26](=[O:27])[C:17]([C:14]3[CH:15]=[CH:16][C:11]([O:10][CH3:9])=[CH:12][CH:13]=3)=[CH:18][O:19]2)=[CH:24][CH:23]=1. The catalyst class is: 7. (3) Reactant: [Br:1][C:2]1[CH:3]=[CH:4][C:5]2[C:10](=[O:11])OC(=O)[NH:7][C:6]=2[CH:13]=1.[CH3:14][N:15]([CH:23]1[CH2:28]CNCC1)[C:16](=[O:22])[O:17][C:18]([CH3:21])([CH3:20])[CH3:19].O.[CH3:30][N:31](C=O)C. Product: [NH2:7][C:6]1[CH:13]=[C:2]([Br:1])[CH:3]=[CH:4][C:5]=1[C:10]([N:31]1[CH2:30][CH2:14][N:15]([C:16]([O:17][C:18]([CH3:19])([CH3:20])[CH3:21])=[O:22])[CH2:23][CH2:28]1)=[O:11]. The catalyst class is: 142. (4) Reactant: [OH-].[Na+].[CH2:3]1[C:11]2[C:6](=[CH:7][CH:8]=[CH:9][CH:10]=2)[C@H:5]([NH2:12])[C@H:4]1[OH:13].[C:14](O[C:14]([O:16][C:17]([CH3:20])([CH3:19])[CH3:18])=[O:15])([O:16][C:17]([CH3:20])([CH3:19])[CH3:18])=[O:15]. Product: [OH:13][C@H:4]1[CH2:3][C:11]2[C:6](=[CH:7][CH:8]=[CH:9][CH:10]=2)[C@@H:5]1[NH:12][C:14](=[O:15])[O:16][C:17]([CH3:20])([CH3:19])[CH3:18]. The catalyst class is: 1. (5) Reactant: C(OC([N:11]1[CH2:16][CH2:15][CH2:14][CH:13]([C:17]2[CH:22]=[CH:21][C:20]([CH3:23])=[C:19]([NH:24][CH2:25][C:26]([O:28][CH2:29][CH3:30])=[O:27])[CH:18]=2)[CH2:12]1)=O)C1C=CC=CC=1. Product: [CH2:29]([O:28][C:26](=[O:27])[CH2:25][NH:24][C:19]1[CH:18]=[C:17]([CH:13]2[CH2:14][CH2:15][CH2:16][NH:11][CH2:12]2)[CH:22]=[CH:21][C:20]=1[CH3:23])[CH3:30]. The catalyst class is: 63.